This data is from Full USPTO retrosynthesis dataset with 1.9M reactions from patents (1976-2016). The task is: Predict the reactants needed to synthesize the given product. The reactants are: Cl([O-])(=O)(=O)=O.[Mg+2].Cl([O-])(=O)(=O)=[O:8].[O:12]1[CH2:14][C@H:13]1[C:15]([O:17][CH3:18])=[O:16].[CH3:19][O:20][CH2:21][C@H:22](O)[CH3:23]. Given the product [OH:8][C@@H:13]([CH2:14][O:12][C@H:22]([CH3:23])[CH2:21][O:20][CH3:19])[C:15]([O:17][CH3:18])=[O:16], predict the reactants needed to synthesize it.